Regression. Given a peptide amino acid sequence and an MHC pseudo amino acid sequence, predict their binding affinity value. This is MHC class II binding data. From a dataset of Peptide-MHC class II binding affinity with 134,281 pairs from IEDB. (1) The peptide sequence is IGRIAECILGYNPSR. The MHC is HLA-DPA10201-DPB10501 with pseudo-sequence HLA-DPA10201-DPB10501. The binding affinity (normalized) is 0.718. (2) The MHC is DRB3_0202 with pseudo-sequence DRB3_0202. The binding affinity (normalized) is 0.233. The peptide sequence is GRLQIVDKIDAAFKI.